Task: Predict the product of the given reaction.. Dataset: Forward reaction prediction with 1.9M reactions from USPTO patents (1976-2016) (1) Given the reactants C(=O)([O-])[O-].[Na+].[Na+].Br[C:8]1[S:12][C:11]([C:13]([O:15]CC)=[O:14])=[N:10][C:9]=1[C:18]1[CH:23]=[CH:22][CH:21]=[C:20]([C:24]#[N:25])[CH:19]=1.[Cl:26][C:27]1[CH:28]=[C:29](B(O)O)[CH:30]=[C:31]([F:33])[CH:32]=1, predict the reaction product. The product is: [Cl:26][C:27]1[CH:28]=[C:29]([C:8]2[S:12][C:11]([C:13]([OH:15])=[O:14])=[N:10][C:9]=2[C:18]2[CH:23]=[CH:22][CH:21]=[C:20]([C:24]#[N:25])[CH:19]=2)[CH:30]=[C:31]([F:33])[CH:32]=1. (2) Given the reactants [Cl:1][C:2]1[C:3]2[C:10]([I:11])=[CH:9][NH:8][C:4]=2[N:5]=[CH:6][N:7]=1.[H-].[Na+].I[CH:15]([CH3:17])[CH3:16].O, predict the reaction product. The product is: [Cl:1][C:2]1[C:3]2[C:10]([I:11])=[CH:9][N:8]([CH:15]([CH3:17])[CH3:16])[C:4]=2[N:5]=[CH:6][N:7]=1.